From a dataset of Forward reaction prediction with 1.9M reactions from USPTO patents (1976-2016). Predict the product of the given reaction. Given the reactants [C:1]([OH:13])(=[O:12])[CH2:2][C:3]([CH2:8][C:9]([OH:11])=[O:10])([C:5]([OH:7])=[O:6])[OH:4].[CH3:14][O:15][C:16]1[CH:17]=[CH:18][CH:19]=[CH:20][C:21]=1[O:22][CH2:23][CH2:24][NH:25][CH2:26][CH:27]([OH:43])[CH2:28][O:29][C:30]1[CH:31]=[CH:32][CH:33]=[C:34]2[NH:42][C:41]3[CH:40]=[CH:39][CH:38]=[CH:37][C:36]=3[C:35]=12, predict the reaction product. The product is: [CH3:14][O:15][C:16]1[CH:17]=[CH:18][CH:19]=[CH:20][C:21]=1[O:22][CH2:23][CH2:24][NH:25][CH2:26][CH:27]([OH:43])[CH2:28][O:29][C:30]1[CH:31]=[CH:32][CH:33]=[C:34]2[NH:42][C:41]3[CH:40]=[CH:39][CH:38]=[CH:37][C:36]=3[C:35]=12.[C:1]([OH:13])(=[O:12])[CH2:2][C:3]([CH2:8][C:9]([OH:11])=[O:10])([C:5]([OH:7])=[O:6])[OH:4].